Predict the reaction yield, written as a fraction of the theoretical maximum amount of product (1.0 means a 100% yield; for example, 0.34 means a 34% yield). From a dataset of Reaction yield outcomes from USPTO patents with 853,638 reactions. (1) The reactants are C([Li])(C)(C)C.[Cl:6][C:7]1[CH:12]=[CH:11][C:10]([Cl:13])=[CH:9][N:8]=1.[N:14]1[CH:19]=[CH:18][C:17]([CH:20]=[O:21])=[CH:16][CH:15]=1.O. The catalyst is CCOCC.CO.C(Cl)Cl. The product is [Cl:13][C:10]1[C:9]([CH:20]([C:17]2[CH:18]=[CH:19][N:14]=[CH:15][CH:16]=2)[OH:21])=[N:8][C:7]([Cl:6])=[CH:12][CH:11]=1. The yield is 0.470. (2) The reactants are [CH:1]1([CH2:4][NH:5][N:6]2[C:15]3[C:10](=[CH:11][CH:12]=[CH:13][CH:14]=3)[C:9]([OH:16])=[C:8]([C:17]3[NH:22][C:21]4[CH:23]=[CH:24][C:25]([OH:27])=[CH:26][C:20]=4[S:19](=[O:29])(=[O:28])[N:18]=3)[C:7]2=[O:30])[CH2:3][CH2:2]1.Br[CH2:32][C:33]([O:35][C:36]([CH3:39])([CH3:38])[CH3:37])=[O:34].C(=O)([O-])[O-].[K+].[K+].C(O)(=O)C. The catalyst is CN(C)C=O.[I-].C([N+](CCCC)(CCCC)CCCC)CCC.O. The product is [CH:1]1([CH2:4][NH:5][N:6]2[C:15]3[C:10](=[CH:11][CH:12]=[CH:13][CH:14]=3)[C:9]([OH:16])=[C:8]([C:17]3[NH:22][C:21]4[CH:23]=[CH:24][C:25]([O:27][CH2:32][C:33]([O:35][C:36]([CH3:39])([CH3:38])[CH3:37])=[O:34])=[CH:26][C:20]=4[S:19](=[O:28])(=[O:29])[N:18]=3)[C:7]2=[O:30])[CH2:2][CH2:3]1. The yield is 0.380. (3) The reactants are [NH:1]1[CH:5]=[CH:4][C:3]([NH:6][C:7](=[O:9])[CH3:8])=[N:2]1.[N+:10]([O-])([OH:12])=[O:11]. The catalyst is S(=O)(=O)(O)O. The product is [N+:10]([C:4]1[C:3]([NH:6][C:7](=[O:9])[CH3:8])=[N:2][NH:1][CH:5]=1)([O-:12])=[O:11]. The yield is 0.650. (4) The yield is 0.800. The reactants are P(Cl)(Cl)(Cl)=O.[CH2:6]([NH:10][C:11]1[CH:16]=[C:15]([O:17][CH3:18])[CH:14]=[C:13]([O:19][CH3:20])[CH:12]=1)[CH2:7][CH2:8][CH3:9].C(Cl)(Cl)Cl.CN(C)[CH:27]=[O:28]. No catalyst specified. The product is [CH2:6]([N:10]([CH2:6][CH2:7][CH2:8][CH3:9])[C:11]1[CH:16]=[C:15]([O:17][CH3:18])[C:14]([CH:27]=[O:28])=[C:13]([O:19][CH3:20])[CH:12]=1)[CH2:7][CH2:8][CH3:9].